This data is from Catalyst prediction with 721,799 reactions and 888 catalyst types from USPTO. The task is: Predict which catalyst facilitates the given reaction. (1) Reactant: [H-].[Al+3].[Li+].[H-].[H-].[H-].[CH2:7]([N:14]1[CH2:18][CH2:17][CH:16]([NH:19][C:20]2[N:25]=[C:24]([CH3:26])[C:23]([C:27](OCC3C=CC=CC=3)=[O:28])=[CH:22][N:21]=2)[CH2:15]1)[C:8]1[CH:13]=[CH:12][CH:11]=[CH:10][CH:9]=1.O.[OH-].[Na+]. Product: [CH2:7]([N:14]1[CH2:18][CH2:17][CH:16]([NH:19][C:20]2[N:25]=[C:24]([CH3:26])[C:23]([CH2:27][OH:28])=[CH:22][N:21]=2)[CH2:15]1)[C:8]1[CH:13]=[CH:12][CH:11]=[CH:10][CH:9]=1. The catalyst class is: 1. (2) Product: [C:4]1([C:1](=[O:3])[CH2:2][CH2:24][N:20]2[CH2:21][CH2:22][N:17]([C:11]3[CH:16]=[CH:15][CH:14]=[CH:13][CH:12]=3)[CH2:18][CH2:19]2)[CH:9]=[CH:8][CH:7]=[CH:6][CH:5]=1. The catalyst class is: 8. Reactant: [C:1]([C:4]1[CH:9]=[CH:8][CH:7]=[CH:6][CH:5]=1)(=[O:3])[CH3:2].Cl.[C:11]1([N:17]2[CH2:22][CH2:21][NH:20][CH2:19][CH2:18]2)[CH:16]=[CH:15][CH:14]=[CH:13][CH:12]=1.Cl.[CH2:24]=O. (3) Product: [F:1][C:2]1[CH:3]=[C:4]([S:8]([F:30])(=[O:10])=[O:9])[CH:5]=[CH:6][CH:7]=1. The catalyst class is: 10. Reactant: [F:1][C:2]1[CH:3]=[C:4]([S:8](Cl)(=[O:10])=[O:9])[CH:5]=[CH:6][CH:7]=1.C1OCCOCCOCCOCCOCCOC1.[F-:30].[K+].C([O-])(O)=O.[Na+]. (4) Reactant: Cl.C(O[C@H](C)C([N:13]1[C:21]2[C:16](=[CH:17][CH:18]=[CH:19][CH:20]=2)[CH2:15][CH:14]1[CH:22]([CH3:24])[CH3:23])=O)C1C=CC=CC=1.ClC1N=C(Cl)C=C(OC)N=1. Product: [CH:22]([CH:14]1[CH2:15][C:16]2[C:21](=[CH:20][CH:19]=[CH:18][CH:17]=2)[NH:13]1)([CH3:24])[CH3:23]. The catalyst class is: 8. (5) Reactant: [F:1][C:2]([F:12])([F:11])[O:3][C:4]1[CH:9]=[CH:8][C:7]([OH:10])=[CH:6][CH:5]=1.C([O-])([O-])=O.[Cs+].[Cs+].[Br:19][CH2:20][CH2:21]Br. Product: [Br:19][CH2:20][CH2:21][O:10][C:7]1[CH:6]=[CH:5][C:4]([O:3][C:2]([F:11])([F:12])[F:1])=[CH:9][CH:8]=1. The catalyst class is: 23. (6) Reactant: C(OC([N:8]1[CH2:12][C@H:11]([CH2:13][N:14]([CH:31]([CH3:33])[CH3:32])[C:15](=[O:30])[C:16]2[CH:21]=[CH:20][C:19]([O:22][CH3:23])=[C:18]([O:24][CH2:25][CH2:26][CH2:27][O:28][CH3:29])[CH:17]=2)[C@@H:10]([N:34]([CH2:36][C:37]2[CH:42]=[CH:41][CH:40]=[CH:39][CH:38]=2)[CH3:35])[CH2:9]1)=O)(C)(C)C.C(O)(C(F)(F)F)=O.C([O-])(O)=O.[Na+]. Product: [CH2:36]([N:34]([CH3:35])[C@H:10]1[CH2:9][NH:8][CH2:12][C@@H:11]1[CH2:13][N:14]([CH:31]([CH3:32])[CH3:33])[C:15](=[O:30])[C:16]1[CH:21]=[CH:20][C:19]([O:22][CH3:23])=[C:18]([O:24][CH2:25][CH2:26][CH2:27][O:28][CH3:29])[CH:17]=1)[C:37]1[CH:42]=[CH:41][CH:40]=[CH:39][CH:38]=1. The catalyst class is: 2. (7) Reactant: [CH2:1]([OH:5])[CH2:2][CH:3]=C.[Cl:6][C:7]1[CH:8]=[C:9]([CH:12]=[CH:13][C:14]=1[F:15])[CH:10]=[O:11].[C:16](O)(C(F)(F)F)=O.[Li+].[OH-]. Product: [Cl:6][C:7]1[CH:8]=[C:9]([CH:10]2[CH2:16][CH:1]([OH:5])[CH2:2][CH2:3][O:11]2)[CH:12]=[CH:13][C:14]=1[F:15]. The catalyst class is: 525. (8) Reactant: [NH2:1][C:2]1[CH:11]=[CH:10][CH:9]=[C:8]2[C:3]=1[C:4](=[O:21])[N:5]([CH:13]1[CH2:18][CH2:17][C:16](=[O:19])[NH:15][C:14]1=[O:20])[C:6]([CH3:12])=[N:7]2.[Cl:22][CH2:23][C:24](Cl)=[O:25].C(#N)C. Product: [Cl:22][CH2:23][C:24]([NH:1][C:2]1[CH:11]=[CH:10][CH:9]=[C:8]2[C:3]=1[C:4](=[O:21])[N:5]([CH:13]1[CH2:18][CH2:17][C:16](=[O:19])[NH:15][C:14]1=[O:20])[C:6]([CH3:12])=[N:7]2)=[O:25]. The catalyst class is: 5. (9) Reactant: [CH2:1]([O:3][C:4](=[O:19])[C:5]([O:8][C:9]1[CH:14]=[CH:13][C:12]([CH:15]([NH2:17])[CH3:16])=[CH:11][C:10]=1[CH3:18])([CH3:7])[CH3:6])[CH3:2].[CH:20]1([C:23]2[C:28]([C:29](O)=[O:30])=[CH:27][N:26]=[C:25]([C:32]3[CH:37]=[CH:36][C:35]([C:38]([F:41])([F:40])[F:39])=[CH:34][CH:33]=3)[N:24]=2)[CH2:22][CH2:21]1.Cl.CN(C)CCCN=C=NCC. Product: [CH2:1]([O:3][C:4](=[O:19])[C:5]([O:8][C:9]1[CH:14]=[CH:13][C:12]([CH:15]([NH:17][C:29]([C:28]2[C:23]([CH:20]3[CH2:22][CH2:21]3)=[N:24][C:25]([C:32]3[CH:33]=[CH:34][C:35]([C:38]([F:40])([F:41])[F:39])=[CH:36][CH:37]=3)=[N:26][CH:27]=2)=[O:30])[CH3:16])=[CH:11][C:10]=1[CH3:18])([CH3:6])[CH3:7])[CH3:2]. The catalyst class is: 2.